From a dataset of CYP2D6 inhibition data for predicting drug metabolism from PubChem BioAssay. Regression/Classification. Given a drug SMILES string, predict its absorption, distribution, metabolism, or excretion properties. Task type varies by dataset: regression for continuous measurements (e.g., permeability, clearance, half-life) or binary classification for categorical outcomes (e.g., BBB penetration, CYP inhibition). Dataset: cyp2d6_veith. (1) The compound is CC1(C)O[C@H]2O[C@@H]([C@H](O)CON3C(=O)c4ccccc4C3=O)[C@H](O)[C@H]2O1. The result is 0 (non-inhibitor). (2) The drug is O=c1c(-c2ccc(F)cc2)nc2cnc(Oc3cccc(Cl)c3)nc2n1C1CC1. The result is 0 (non-inhibitor). (3) The drug is COc1ccc(NCc2nnc(SCc3ccccc3)n2-c2ccc(OC)cc2)cc1. The result is 0 (non-inhibitor). (4) The molecule is COc1cc(CNCCc2ccccc2)ccc1OCC(=O)NC(C)(C)C.Cl. The result is 1 (inhibitor). (5) The compound is CC(C)(C)n1nc(C2CC2)cc1NC(=O)Nc1ccc(Cl)cc1. The result is 0 (non-inhibitor).